Dataset: Forward reaction prediction with 1.9M reactions from USPTO patents (1976-2016). Task: Predict the product of the given reaction. (1) The product is: [CH:32]1([NH:35][C:26](=[O:28])[C:25]2[CH:29]=[CH:30][C:22]([C:19]3[CH:18]=[CH:17][C:16]([C:13]4([C:10]5[N:6]6[CH2:7][CH2:8][S:9][C:3]([CH2:2][OH:1])([CH3:31])[CH2:4][C:5]6=[N:12][N:11]=5)[CH2:14][CH2:15]4)=[CH:21][CH:20]=3)=[N:23][CH:24]=2)[CH2:34][CH2:33]1. Given the reactants [OH:1][CH2:2][C:3]1([CH3:31])[S:9][CH2:8][CH2:7][N:6]2[C:10]([C:13]3([C:16]4[CH:21]=[CH:20][C:19]([C:22]5[CH:30]=[CH:29][C:25]([C:26]([OH:28])=O)=[CH:24][N:23]=5)=[CH:18][CH:17]=4)[CH2:15][CH2:14]3)=[N:11][N:12]=[C:5]2[CH2:4]1.[CH:32]1([NH2:35])[CH2:34][CH2:33]1.Cl.C(N=C=NCCCN(C)C)C.C(=O)([O-])O.[Na+], predict the reaction product. (2) The product is: [CH2:1]1[C:5]2([CH2:10][CH2:9][CH2:8][CH2:7][C:6]2=[N:13][OH:14])[CH2:4][CH2:3][CH2:2]1. Given the reactants [CH2:1]1[C:5]2([CH2:10][CH2:9][CH2:8][CH2:7][C:6]2=O)[CH2:4][CH2:3][CH2:2]1.Cl.[NH2:13][OH:14].CC([O-])=O.[Na+].C(Cl)Cl, predict the reaction product. (3) Given the reactants [CH3:1][C:2]1[O:6][C:5]([CH2:7][C:8]2[CH:9]=[C:10]([CH2:14][C:15]([O:17]C(C)(C)C)=[O:16])[CH:11]=[CH:12][CH:13]=2)=[N:4][N:3]=1.Cl, predict the reaction product. The product is: [CH3:1][C:2]1[O:6][C:5]([CH2:7][C:8]2[CH:9]=[C:10]([CH2:14][C:15]([OH:17])=[O:16])[CH:11]=[CH:12][CH:13]=2)=[N:4][N:3]=1. (4) Given the reactants [NH2:1][C@H:2]1[CH2:6][N:5]([C:7]([O:9][C:10]([CH3:13])([CH3:12])[CH3:11])=[O:8])[C@@H:4]([CH3:14])[CH2:3]1.[Br:15][C:16]1[C:21]([F:22])=[CH:20][C:19]([Br:23])=[C:18]([F:24])[C:17]=1[S:25](Cl)(=[O:27])=[O:26].CCN(C(C)C)C(C)C, predict the reaction product. The product is: [Br:15][C:16]1[C:21]([F:22])=[CH:20][C:19]([Br:23])=[C:18]([F:24])[C:17]=1[S:25]([NH:1][C@H:2]1[CH2:6][N:5]([C:7]([O:9][C:10]([CH3:13])([CH3:12])[CH3:11])=[O:8])[C@@H:4]([CH3:14])[CH2:3]1)(=[O:27])=[O:26]. (5) Given the reactants [NH2:1][C:2]1[CH:7]=[CH:6][C:5]([CH:8]2[CH2:13][NH:12][C:11](=[O:14])[NH:10][CH2:9]2)=[CH:4][C:3]=1[C:15]1[CH2:20][CH2:19][CH2:18][CH2:17][CH:16]=1.[C:21]([C:23]1[N:24]=[C:25]([C:36](O)=[O:37])[N:26]([CH2:28][O:29][CH2:30][CH2:31][Si:32]([CH3:35])([CH3:34])[CH3:33])[CH:27]=1)#[N:22].[K+].C(C1N=C(C([O-])=O)N(COCC[Si](C)(C)C)C=1)#N, predict the reaction product. The product is: [C:15]1([C:3]2[CH:4]=[C:5]([CH:8]3[CH2:9][NH:10][C:11](=[O:14])[NH:12][CH2:13]3)[CH:6]=[CH:7][C:2]=2[NH:1][C:36]([C:25]2[N:26]([CH2:28][O:29][CH2:30][CH2:31][Si:32]([CH3:35])([CH3:34])[CH3:33])[CH:27]=[C:23]([C:21]#[N:22])[N:24]=2)=[O:37])[CH2:20][CH2:19][CH2:18][CH2:17][CH:16]=1. (6) Given the reactants [NH2:1][C@@H:2]([CH3:5])[CH2:3][OH:4].C(=O)(O)[O-].[Na+].[N+:11]([C:14]1[CH:19]=[CH:18][CH:17]=[CH:16][C:15]=1[S:20](Cl)(=[O:22])=[O:21])([O-:13])=[O:12], predict the reaction product. The product is: [OH:4][CH2:3][C@@H:2]([NH:1][S:20]([C:15]1[CH:16]=[CH:17][CH:18]=[CH:19][C:14]=1[N+:11]([O-:13])=[O:12])(=[O:21])=[O:22])[CH3:5]. (7) Given the reactants [CH2:1]([O:3][C:4]([C@@H:6]1[CH2:10][S:9][C:8]([C:11]2[NH:12][C:13]3[C:18]([CH:19]=2)=[CH:17][C:16]([CH3:20])=[CH:15][C:14]=3[N+:21]([O-])=O)=[N:7]1)=[O:5])[CH3:2].[Cl-].[NH4+], predict the reaction product. The product is: [CH2:1]([O:3][C:4]([C@@H:6]1[CH2:10][S:9][C:8]([C:11]2[NH:12][C:13]3[C:18]([CH:19]=2)=[CH:17][C:16]([CH3:20])=[CH:15][C:14]=3[NH2:21])=[N:7]1)=[O:5])[CH3:2]. (8) The product is: [Br:1][C:2]1[CH:7]=[CH:6][C:5]([O:8][CH3:9])=[C:4]([N+:10]([O-:12])=[O:11])[C:3]=1[O:20][C:14]1[CH:19]=[CH:18][CH:17]=[CH:16][CH:15]=1. Given the reactants [Br:1][C:2]1[CH:7]=[CH:6][C:5]([O:8][CH3:9])=[C:4]([N+:10]([O-:12])=[O:11])[C:3]=1F.[C:14]1([OH:20])[CH:19]=[CH:18][CH:17]=[CH:16][CH:15]=1, predict the reaction product. (9) Given the reactants [H-].[Na+].[O:3]1[CH2:7][CH2:6][CH2:5][CH:4]1[CH2:8][OH:9].F[C:11]1[N:22]=[CH:21][CH:20]=[C:19]([I:23])[C:12]=1[C:13]([O:15][CH:16]([CH3:18])[CH3:17])=[O:14].C(OCC)(=O)C, predict the reaction product. The product is: [I:23][C:19]1[C:12]([C:13]([O:15][CH:16]([CH3:18])[CH3:17])=[O:14])=[C:11]([O:9][CH2:8][CH:4]2[CH2:5][CH2:6][CH2:7][O:3]2)[N:22]=[CH:21][CH:20]=1.